This data is from Forward reaction prediction with 1.9M reactions from USPTO patents (1976-2016). The task is: Predict the product of the given reaction. (1) Given the reactants [CH:1]([C:3]1[CH:11]=[CH:10][C:9]([C:12]([F:15])([F:14])[F:13])=[CH:8][C:4]=1[C:5](O)=[O:6])=[O:2].S(Cl)([Cl:18])=O, predict the reaction product. The product is: [CH:1]([C:3]1[CH:11]=[CH:10][C:9]([C:12]([F:15])([F:14])[F:13])=[CH:8][C:4]=1[C:5]([Cl:18])=[O:6])=[O:2]. (2) Given the reactants [N:1]([CH2:4][C@@H:5]([OH:22])[CH2:6][N:7]1[C:13]2[CH:14]=[CH:15][CH:16]=[CH:17][C:12]=2[CH2:11][CH2:10][C:9]2[CH:18]=[CH:19][CH:20]=[CH:21][C:8]1=2)=[N+]=[N-].C1C=CC(P(C2C=CC=CC=2)C2C=CC=CC=2)=CC=1, predict the reaction product. The product is: [NH2:1][CH2:4][C@@H:5]([OH:22])[CH2:6][N:7]1[C:8]2[CH:21]=[CH:20][CH:19]=[CH:18][C:9]=2[CH2:10][CH2:11][C:12]2[CH:17]=[CH:16][CH:15]=[CH:14][C:13]1=2. (3) The product is: [CH3:29][C:30]([CH3:36])([CH3:35])[CH2:31][C:32]([NH:1][C:2]1[CH:3]=[C:4]2[C:8](=[CH:9][CH:10]=1)[N:7]([C:11]1[CH:16]=[CH:15][CH:14]=[CH:13][CH:12]=1)[C:6]([C:17]([O:19][CH2:20][CH3:21])=[O:18])=[CH:5]2)=[O:33]. Given the reactants [NH2:1][C:2]1[CH:3]=[C:4]2[C:8](=[CH:9][CH:10]=1)[N:7]([C:11]1[CH:16]=[CH:15][CH:14]=[CH:13][CH:12]=1)[C:6]([C:17]([O:19][CH2:20][CH3:21])=[O:18])=[CH:5]2.C(N(CC)CC)C.[CH3:29][C:30]([CH3:36])([CH3:35])[CH2:31][C:32](Cl)=[O:33].Cl, predict the reaction product. (4) Given the reactants [F:1][C:2]1[CH:7]=[CH:6][C:5]([C:8]2[N:12]=[C:11]([CH:13]3[CH2:16][N:15](C(OC(C)(C)C)=O)[CH2:14]3)[O:10][N:9]=2)=[CH:4][C:3]=1[NH:24][C:25]([C:27]1[N:31]2[CH:32]=[CH:33][CH:34]=[CH:35][C:30]2=[N:29][CH:28]=1)=[O:26].CCN(C(C)C)C(C)C.[CH2:45]([S:47](Cl)(=[O:49])=[O:48])[CH3:46], predict the reaction product. The product is: [CH2:45]([S:47]([N:15]1[CH2:14][CH:13]([C:11]2[O:10][N:9]=[C:8]([C:5]3[CH:6]=[CH:7][C:2]([F:1])=[C:3]([NH:24][C:25]([C:27]4[N:31]5[CH:32]=[CH:33][CH:34]=[CH:35][C:30]5=[N:29][CH:28]=4)=[O:26])[CH:4]=3)[N:12]=2)[CH2:16]1)(=[O:49])=[O:48])[CH3:46]. (5) Given the reactants [NH:1](C(OC(C)(C)C)=O)[C@H:2]([C:11]([OH:13])=[O:12])[CH2:3][CH2:4][CH2:5][CH2:6][NH:7][N:8]=[N+:9]=[N-:10].C(O)(C(F)(F)F)=O, predict the reaction product. The product is: [NH2:1][C@H:2]([C:11]([OH:13])=[O:12])[CH2:3][CH2:4][CH2:5][CH2:6][NH:7][N:8]=[N+:9]=[N-:10]. (6) Given the reactants [CH3:1][C:2]1[C:11]2[C:6](=[CH:7][CH:8]=[CH:9][CH:10]=2)[C:5]([C:12]([NH:14][C:15]2[C:16]([C:21]([O:23][CH3:24])=[O:22])=[N:17][CH:18]=[CH:19][N:20]=2)=[O:13])=[CH:4][CH:3]=1.C1C(=O)N(Br)C(=O)C1.C1(C#N)CCCCC1.[NH:41]1[CH:45]=[CH:44][N:43]=[N:42]1, predict the reaction product. The product is: [N:41]1([CH2:1][C:2]2[C:11]3[C:6](=[CH:7][CH:8]=[CH:9][CH:10]=3)[C:5]([C:12]([NH:14][C:15]3[C:16]([C:21]([O:23][CH3:24])=[O:22])=[N:17][CH:18]=[CH:19][N:20]=3)=[O:13])=[CH:4][CH:3]=2)[CH:45]=[CH:44][N:43]=[N:42]1.